Dataset: Forward reaction prediction with 1.9M reactions from USPTO patents (1976-2016). Task: Predict the product of the given reaction. (1) Given the reactants C[O:2][C:3](=O)[CH:4]([O:23][C:24]1[CH:29]=[CH:28][C:27]([F:30])=[CH:26][C:25]=1[F:31])[CH:5](O)[C:6]1[N:7]([CH2:14][O:15][CH2:16][CH2:17][Si:18]([CH3:21])([CH3:20])[CH3:19])[N:8]=[CH:9][C:10]=1[N+:11]([O-])=O.[Cl-].[NH4+], predict the reaction product. The product is: [F:31][C:25]1[CH:26]=[C:27]([F:30])[CH:28]=[CH:29][C:24]=1[O:23][C:4]1[C:3](=[O:2])[NH:11][C:10]2[CH:9]=[N:8][N:7]([CH2:14][O:15][CH2:16][CH2:17][Si:18]([CH3:21])([CH3:20])[CH3:19])[C:6]=2[CH:5]=1. (2) The product is: [C:23]1([S:29]([N:3]2[C:11]3[CH:10]=[CH:9][CH:8]=[C:7]4[CH2:12][NH:13][CH2:14][CH2:15][C:5]([C:6]=34)=[CH:4]2)(=[O:31])=[O:30])[CH:28]=[CH:27][CH:26]=[CH:25][CH:24]=1. Given the reactants [H-].[Na+].[NH:3]1[C:11]2[CH:10]=[CH:9][CH:8]=[C:7]3[CH2:12][N:13](C(OC(C)(C)C)=O)[CH2:14][CH2:15][C:5]([C:6]=23)=[CH:4]1.[C:23]1([S:29](Cl)(=[O:31])=[O:30])[CH:28]=[CH:27][CH:26]=[CH:25][CH:24]=1, predict the reaction product. (3) Given the reactants N1C2C=CN=CC=2N=C1.FC(F)(F)C(O)=[O:13].[Br:17][C:18]1[CH:19]=[C:20]([CH:26]([OH:45])[CH2:27][NH:28][C:29]2[CH:34]=[CH:33][NH:32][C:31](=[O:35])[C:30]=2[C:36]2[NH:37][C:38]3[CH:43]=[CH:42][N:41]=[CH:40][C:39]=3[N:44]=2)[CH:21]=[CH:22][C:23]=1[O:24][CH3:25].BrC1C=C(C(O[Si](CC)(CC)CC)CN)C=CC=1OC, predict the reaction product. The product is: [Br:17][C:18]1[CH:19]=[C:20]([CH:26]([OH:45])[CH2:27][NH:28][C:29]2[CH:34]=[CH:33][NH:32][C:31](=[O:35])[C:30]=2[C:36]2[NH:37][C:38]3[CH:43]=[CH:42][N:41]=[CH:40][C:39]=3[N:44]=2)[CH:21]=[CH:22][C:23]=1[O:24][CH3:25].[NH2:37][C:38]1[CH:43]=[CH:42][N:41]=[CH:40][C:39]=1[NH:44][C:36]([C:30]1[C:31](=[O:35])[NH:32][CH:33]=[CH:34][C:29]=1[NH:28][CH2:27][CH:26]([C:20]1[CH:21]=[CH:22][C:23]([O:24][CH3:25])=[C:18]([Br:17])[CH:19]=1)[OH:45])=[O:13]. (4) Given the reactants C(O)(=O)C.[Cl:5][C:6]1[CH:7]=[C:8]([C:13]2([C:30]([F:33])([F:32])[F:31])[O:17][N:16]=[C:15]([C:18]3[CH:26]=[CH:25][C:21]([C:22]([NH2:24])=[O:23])=[C:20]([N+:27]([O-])=O)[CH:19]=3)[CH2:14]2)[CH:9]=[C:10]([Cl:12])[CH:11]=1, predict the reaction product. The product is: [NH2:27][C:20]1[CH:19]=[C:18]([C:15]2[CH2:14][C:13]([C:8]3[CH:9]=[C:10]([Cl:12])[CH:11]=[C:6]([Cl:5])[CH:7]=3)([C:30]([F:33])([F:32])[F:31])[O:17][N:16]=2)[CH:26]=[CH:25][C:21]=1[C:22]([NH2:24])=[O:23]. (5) Given the reactants [C:1]([C:3]1[CH:8]=[CH:7][CH:6]=[CH:5][C:4]=1B(O)O)#[N:2].FC(F)(F)S(O[C:18]1[CH:23]=[C:22]([C:24]2[N:29]3[N:30]=[C:31]([NH:33][C:34]4[CH:39]=[CH:38][C:37]([C:40](=[O:43])[NH:41][CH3:42])=[CH:36][CH:35]=4)[N:32]=[C:28]3[CH:27]=[CH:26][CH:25]=2)[CH:21]=[C:20]([Cl:44])[CH:19]=1)(=O)=O.C(=O)([O-])[O-].[Na+].[Na+].O, predict the reaction product. The product is: [Cl:44][C:20]1[CH:21]=[C:22]([C:24]2[N:29]3[N:30]=[C:31]([NH:33][C:34]4[CH:35]=[CH:36][C:37]([C:40]([NH:41][CH3:42])=[O:43])=[CH:38][CH:39]=4)[N:32]=[C:28]3[CH:27]=[CH:26][CH:25]=2)[CH:23]=[C:18]([C:4]2[CH:5]=[CH:6][CH:7]=[CH:8][C:3]=2[C:1]#[N:2])[CH:19]=1.